This data is from Forward reaction prediction with 1.9M reactions from USPTO patents (1976-2016). The task is: Predict the product of the given reaction. (1) The product is: [Br:1][C:2]1[CH:3]=[CH:4][C:5]([O:10][CH2:18][CH:19]([CH3:21])[CH3:20])=[C:6]([CH:9]=1)[CH:7]=[O:8]. Given the reactants [Br:1][C:2]1[CH:3]=[CH:4][C:5]([OH:10])=[C:6]([CH:9]=1)[CH:7]=[O:8].C(=O)([O-])[O-].[K+].[K+].Br[CH2:18][CH:19]([CH3:21])[CH3:20], predict the reaction product. (2) Given the reactants C([O:5][C:6](=[O:19])[CH2:7][O:8][C:9]1[CH:14]=[CH:13][C:12]([C:15]#[N:16])=[CH:11][C:10]=1[C:17]#[CH:18])(C)(C)C.Br[C:21]1[CH:26]=[C:25]([S:27]([CH2:30][CH:31]([CH3:33])[CH3:32])(=[O:29])=[O:28])[CH:24]=[CH:23][C:22]=1[CH3:34], predict the reaction product. The product is: [C:15]([C:12]1[CH:13]=[CH:14][C:9]([O:8][CH2:7][C:6]([OH:5])=[O:19])=[C:10]([C:17]#[C:18][C:23]2[CH:24]=[C:25]([S:27]([CH2:30][CH:31]([CH3:32])[CH3:33])(=[O:28])=[O:29])[CH:26]=[CH:21][C:22]=2[CH3:34])[CH:11]=1)#[N:16].